Dataset: Drug-target binding data from BindingDB using IC50 measurements. Task: Regression. Given a target protein amino acid sequence and a drug SMILES string, predict the binding affinity score between them. We predict pIC50 (pIC50 = -log10(IC50 in M); higher means more potent). Dataset: bindingdb_ic50. (1) The compound is Cc1c[n+](C)ccc1/C=C/c1cccc2ccccc12. The target protein (P28329) has sequence MGLRTAKKRGLGGGGKWKREEGGGTRGRREVRPACFLQSGGRGDPGDVGGPAGNPGCSPHPRAATRPPPLPAHTPAHTPEWCGAASAEAAEPRRAGPHLCIPAPGLTKTPILEKVPRKMAAKTPSSEESGLPKLPVPPLQQTLATYLQCMRHLVSEEQFRKSQAIVQQFGAPGGLGETLQQKLLERQEKTANWVSEYWLNDMYLNNRLALPVNSSPAVIFARQHFPGTDDQLRFAASLISGVLSYKALLDSHSIPTDCAKGQLSGQPLCMKQYYGLFSSYRLPGHTQDTLVAQNSSIMPEPEHVIVACCNQFFVLDVVINFRRLSEGDLFTQLRKIVKMASNEDERLPPIGLLTSDGRSEWAEARTVLVKDSTNRDSLDMIERCICLVCLDAPGGVELSDTHRALQLLHGGGYSKNGANRWYDKSLQFVVGRDGTCGVVCEHSPFDGIVLVQCTEHLLKHVTQSSRKLIRADSVSELPAPRRLRWKCSPEIQGHLASSAE.... The pIC50 is 6.4. (2) The compound is N#CCNC(=O)[C@H](Cc1cccc(Cl)c1)NC(=O)C1CCCCC1. The target protein sequence is APRSVDWREKGYVTPVKNQGQCGSCWAFSATGALEGQMFRKTGRLISLSEQNLVDCSGPQGNEGCNGGLMDYAFQYVQDNGGLDSEESYPYEATEESCKYNPKYSVANDAGFVDIPKQEKALMKAVATVGPISVAIDAGHESFLFYKEGIYFEPDCSSEDMDHGVLVVGYGFESTESDNNKYWLVKNSWGEEWGMGGYVKMAKDRRNHCGIASAASYPTV. The pIC50 is 5.9. (3) The compound is CCc1c(C(=O)C(N)=O)c2c(OCC(=O)O)cc3ccccc3c2n1Cc1ccccc1. The target protein (O15496) has sequence MGPLPVCLPIMLLLLLPSLLLLLLLPGPGSGEASRILRVHRRGILELAGTVGCVGPRTPIAYMKYGCFCGLGGHGQPRDAIDWCCHGHDCCYTRAEEAGCSPKTERYSWQCVNQSVLCGPAENKCQELLCKCDQEIANCLAQTEYNLKYLFYPQFLCEPDSPKCD. The pIC50 is 7.7. (4) The target protein (P06702) has sequence MTCKMSQLERNIETIINTFHQYSVKLGHPDTLNQGEFKELVRKDLQNFLKKENKNEKVIEHIMEDLDTNADKQLSFEEFIMLMARLTWASHEKMHEGDEGPGHHHKPGLGEGTP. The pIC50 is 6.0. The small molecule is N#Cc1cc(CS(=O)(=O)Nc2ncc(Cl)cc2O)cs1. (5) The small molecule is CC[C@H](NC)C(=O)N[C@@H](Cc1ccc(NC(=O)c2ccc(C(=O)N[C@H]3C[C@@H](C(=O)N[C@@H]4CCCc5ccccc54)N(C(=O)[C@@H](NC(=O)[C@H](C)NC)C(C)(C)C)C3)cc2)cc1)C(=O)N1C[Si](C)(C)C[C@H]1C(=O)N[C@@H]1CCCc2ccccc21. The target protein sequence is SGVSSDRNFPNSTNSPRNPAMAEYEARIVTFGTWTSSVNKEQLARAGFYALGEGDKVKCFHCGGGLTDWKPSEDPWEQHAKWYPGCKYLLDEKGQEYINNIHLTHSLEESLGRTAE. The pIC50 is 7.5.